From a dataset of Forward reaction prediction with 1.9M reactions from USPTO patents (1976-2016). Predict the product of the given reaction. The product is: [CH3:11][C:12]1[C:17]([CH3:18])=[CH:16][CH:15]=[CH:14][C:13]=1[CH:19]([C:21]1[N:25]([CH2:2][C:3]2[CH:8]=[CH:7][CH:6]=[CH:5][C:4]=2[O:9][CH3:10])[CH:24]=[CH:23][N:22]=1)[CH3:20]. Given the reactants Br[CH2:2][C:3]1[CH:8]=[CH:7][CH:6]=[CH:5][C:4]=1[O:9][CH3:10].[CH3:11][C:12]1[C:17]([CH3:18])=[CH:16][CH:15]=[CH:14][C:13]=1[CH:19]([C:21]1[NH:22][CH:23]=[CH:24][N:25]=1)[CH3:20].C(=O)([O-])[O-].[Cs+].[Cs+], predict the reaction product.